Dataset: Full USPTO retrosynthesis dataset with 1.9M reactions from patents (1976-2016). Task: Predict the reactants needed to synthesize the given product. (1) Given the product [F:33][C:34]([F:40])([F:39])[C:35]1([NH:38][CH2:2][C@H:3]2[CH2:4][CH2:5][C@H:6]([N:9]3[C:14]4[C:15]5[CH:21]=[CH:20][N:19]([CH2:22][O:23][CH2:24][CH2:25][Si:26]([CH3:28])([CH3:27])[CH3:29])[C:16]=5[N:17]=[CH:18][C:13]=4[C:12](=[O:30])[NH:11][CH2:10]3)[CH2:7][CH2:8]2)[CH2:37][CH2:36]1, predict the reactants needed to synthesize it. The reactants are: O[CH:2](OC)[C@H:3]1[CH2:8][CH2:7][C@H:6]([N:9]2[C:14]3[C:15]4[CH:21]=[CH:20][N:19]([CH2:22][O:23][CH2:24][CH2:25][Si:26]([CH3:29])([CH3:28])[CH3:27])[C:16]=4[N:17]=[CH:18][C:13]=3[C:12](=[O:30])[N:11]=[CH:10]2)[CH2:5][CH2:4]1.[F:33][C:34]([F:40])([F:39])[C:35]1([NH2:38])[CH2:37][CH2:36]1.B.N1C=CC=CC=1C.[BH4-].[Na+].[Cl-].[NH4+]. (2) Given the product [NH2:21][C:20]1[C:19]2[C:14](=[CH:15][CH:16]=[CH:17][CH:18]=2)[NH:13][C:12](=[O:31])[C:11]=1[C:9]([NH2:8])=[O:10], predict the reactants needed to synthesize it. The reactants are: COC1C=CC(C[N:8](CC2C=CC(OC)=CC=2)[C:9]([C:11]2[C:12](=[O:31])[NH:13][C:14]3[C:19]([C:20]=2[NH:21]CC2C=CC(OC)=CC=2)=[CH:18][CH:17]=[CH:16][CH:15]=3)=[O:10])=CC=1. (3) Given the product [CH:15]1([NH:18][C:2]2[CH:7]=[CH:6][C:5]([F:8])=[CH:4][N:3]=2)[CH2:17][CH2:16]1, predict the reactants needed to synthesize it. The reactants are: Br[C:2]1[CH:7]=[CH:6][C:5]([F:8])=[CH:4][N:3]=1.C(O[Na])(C)(C)C.[CH:15]1([NH2:18])[CH2:17][CH2:16]1. (4) Given the product [NH2:27][C:25]1[N:26]=[C:21]([N:7]2[CH2:8][CH2:9][C@H:10]([CH3:11])[C@H:5]([C:3]([N:2]([CH3:12])[CH3:1])=[O:4])[CH2:6]2)[CH:22]=[CH:23][C:24]=1[N+:28]([O-:30])=[O:29], predict the reactants needed to synthesize it. The reactants are: [CH3:1][N:2]([CH3:12])[C:3]([CH:5]1[CH:10]([CH3:11])[CH2:9][CH2:8][NH:7][CH2:6]1)=[O:4].C(N(CC)CC)C.Cl[C:21]1[N:26]=[C:25]([NH2:27])[C:24]([N+:28]([O-:30])=[O:29])=[CH:23][CH:22]=1. (5) Given the product [Cl:18][C:19]1[CH:20]=[C:21]2[C:25](=[CH:26][CH:27]=1)[NH:24][C:23](=[O:28])[C:22]2=[CH:29][NH:17][C:14]1[CH:13]=[CH:12][C:11]([O:10][CH2:9][CH2:8][CH2:7][N:1]2[CH2:2][CH2:3][CH2:4][CH2:5][CH2:6]2)=[CH:16][CH:15]=1, predict the reactants needed to synthesize it. The reactants are: [N:1]1([CH2:7][CH2:8][CH2:9][O:10][C:11]2[CH:16]=[CH:15][C:14]([NH2:17])=[CH:13][CH:12]=2)[CH2:6][CH2:5][CH2:4][CH2:3][CH2:2]1.[Cl:18][C:19]1[CH:20]=[C:21]2[C:25](=[CH:26][CH:27]=1)[NH:24][C:23](=[O:28])[C:22]2=[CH:29]O. (6) Given the product [CH3:1][O:2][C:3]([C:5]1[CH:14]=[C:13]2[C:8]([C@@H:9]([NH:15][C:28]([O:27][C:23]([CH3:26])([CH3:25])[CH3:24])=[O:29])[CH2:10][CH2:11][S:12]2)=[CH:7][C:6]=1[CH3:16])=[O:4], predict the reactants needed to synthesize it. The reactants are: [CH3:1][O:2][C:3]([C:5]1[CH:14]=[C:13]2[C:8]([C@@H:9]([NH2:15])[CH2:10][CH2:11][S:12]2)=[CH:7][C:6]=1[CH3:16])=[O:4].C(=O)([O-])[O-].[K+].[K+].[C:23]([O:27][C:28](O[C:28]([O:27][C:23]([CH3:26])([CH3:25])[CH3:24])=[O:29])=[O:29])([CH3:26])([CH3:25])[CH3:24]. (7) Given the product [CH3:23][C:18]1[C:17]2[C:7]3[C:6]([O:5][CH2:4][CH2:3][O:2][CH3:1])=[C:11]([O:12][CH2:13][CH2:14][O:15][CH3:16])[CH:10]=[CH:9][C:8]=3[C:29]([C:28]3[CH:31]=[CH:32][C:25]([OH:24])=[CH:26][CH:27]=3)=[N:22][C:21]=2[NH:20][N:19]=1, predict the reactants needed to synthesize it. The reactants are: [CH3:1][O:2][CH2:3][CH2:4][O:5][C:6]1[C:11]([O:12][CH2:13][CH2:14][O:15][CH3:16])=[CH:10][CH:9]=[CH:8][C:7]=1[C:17]1[C:18]([CH3:23])=[N:19][NH:20][C:21]=1[NH2:22].[OH:24][C:25]1[CH:32]=[CH:31][C:28]([CH:29]=O)=[CH:27][CH:26]=1. (8) Given the product [Cl:1][C:2]1[CH:3]=[CH:4][C:5]([C:6]([CH:8]2[CH2:9][CH2:10][N:11]([CH2:14][C:15]([NH:49][CH2:50][C:51]3[NH:52][C:53](=[O:61])[C:54]4[CH2:60][O:59][CH2:58][CH2:57][C:55]=4[N:56]=3)=[O:17])[CH2:12][CH2:13]2)=[O:7])=[CH:18][CH:19]=1, predict the reactants needed to synthesize it. The reactants are: [Cl:1][C:2]1[CH:19]=[CH:18][C:5]([C:6]([CH:8]2[CH2:13][CH2:12][N:11]([CH2:14][C:15]([OH:17])=O)[CH2:10][CH2:9]2)=[O:7])=[CH:4][CH:3]=1.CCN=C=NCCCN(C)C.Cl.C1C=CC2N(O)N=NC=2C=1.C(N(CC)CC)C.[NH2:49][CH2:50][C:51]1[NH:52][C:53](=[O:61])[C:54]2[CH2:60][O:59][CH2:58][CH2:57][C:55]=2[N:56]=1. (9) Given the product [N:20]1[O:22][N:14]=[C:24]2[CH:25]=[C:26]([CH2:27][O:28]/[N:29]=[C:30]3\[CH2:31][CH2:33][C:34]4[C:39]\3=[CH:38][C:37]([OH:40])=[C:36]([O:42][CH3:43])[CH:35]=4)[CH:44]=[CH:45][C:23]=12, predict the reactants needed to synthesize it. The reactants are: OC1C=C2C(CCC2=O)=CC=1OC.[N:14]1C=CC=CC=1.[N+:20]([C:23]1[CH:45]=[CH:44][C:26]([CH2:27][O:28]/[N:29]=[C:30]2\[CH2:31]C[CH2:33][C:34]3[C:39]\2=[CH:38][C:37]([O:40]C)=[C:36]([O:42][CH3:43])[CH:35]=3)=[CH:25][CH:24]=1)([O-:22])=O.C(OCC)(=O)C.CCCCCC.